This data is from Catalyst prediction with 721,799 reactions and 888 catalyst types from USPTO. The task is: Predict which catalyst facilitates the given reaction. Reactant: [Cl:1][C:2]1[CH:9]=[C:8]([O:10][C:11]2[CH:16]=[CH:15][C:14]([CH:17]=[O:18])=[CH:13][CH:12]=2)[CH:7]=[CH:6][C:3]=1[C:4]#[N:5].C([O-])([O-])=[O:20].[K+].[K+].OO.O. Product: [Cl:1][C:2]1[CH:9]=[C:8]([O:10][C:11]2[CH:16]=[CH:15][C:14]([CH:17]=[O:18])=[CH:13][CH:12]=2)[CH:7]=[CH:6][C:3]=1[C:4]([NH2:5])=[O:20]. The catalyst class is: 16.